This data is from Reaction yield outcomes from USPTO patents with 853,638 reactions. The task is: Predict the reaction yield, written as a fraction of the theoretical maximum amount of product (1.0 means a 100% yield; for example, 0.34 means a 34% yield). (1) The reactants are C(N(CCCC)C(C1N=C(C2C=CC(C(OC)=O)=CC=2C(N2[C@H](CO)CC3C(=CC=CC=3)C2)=O)N(CCC2C=CC=CC=2)C=1)=O)CCC.[Si:49]([O:56][CH2:57][CH2:58][N:59]1[CH:63]=[C:62]([C:64](=[O:74])[N:65]([CH2:70][CH2:71][CH2:72][CH3:73])[CH2:66][CH2:67][CH2:68][CH3:69])[N:61]=[C:60]1[C:75]1[CH:83]=[CH:82][C:81]([C:84]([O:86][CH3:87])=[O:85])=[CH:80][C:76]=1[C:77](O)=[O:78])([C:52]([CH3:55])([CH3:54])[CH3:53])([CH3:51])[CH3:50].[Si:88]([O:95][CH2:96][C@@H:97]1[CH2:106][C:105]2[C:100](=[CH:101][CH:102]=[CH:103][CH:104]=2)[CH2:99][NH:98]1)([C:91]([CH3:94])([CH3:93])[CH3:92])([CH3:90])[CH3:89]. No catalyst specified. The product is [Si:49]([O:56][CH2:57][CH2:58][N:59]1[CH:63]=[C:62]([C:64](=[O:74])[N:65]([CH2:70][CH2:71][CH2:72][CH3:73])[CH2:66][CH2:67][CH2:68][CH3:69])[N:61]=[C:60]1[C:75]1[CH:83]=[CH:82][C:81]([C:84]([O:86][CH3:87])=[O:85])=[CH:80][C:76]=1[C:77]([N:98]1[C@H:97]([CH2:96][O:95][Si:88]([C:91]([CH3:94])([CH3:93])[CH3:92])([CH3:89])[CH3:90])[CH2:106][C:105]2[C:100](=[CH:101][CH:102]=[CH:103][CH:104]=2)[CH2:99]1)=[O:78])([C:52]([CH3:54])([CH3:53])[CH3:55])([CH3:50])[CH3:51]. The yield is 0.870. (2) The reactants are Br[C:2]1[CH:3]=[C:4]2[C:31](=[CH:32][CH:33]=1)[C:8]1[NH:9][C:10]([C@@H:12]3[CH2:16][C@H:15]([CH2:17][O:18][CH3:19])[CH2:14][N:13]3[C:20](=[O:30])[C@@H:21]([NH:25][C:26](=[O:29])[O:27][CH3:28])[CH:22]([CH3:24])[CH3:23])=[N:11][C:7]=1[CH:6]=[CH:5]2.[CH3:34][CH:35]([CH3:71])[C@H:36]([NH:66][C:67](=[O:70])[O:68][CH3:69])[C:37](=[O:65])[N:38]1[CH2:42][CH2:41][CH2:40][C@H:39]1[C:43]1[NH:47][C:46]2[C:48]3[C:53]([CH:54]=[CH:55][C:45]=2[N:44]=1)=[CH:52][C:51](B1OC(C)(C)C(C)(C)O1)=[CH:50][CH:49]=3.C([O-])([O-])=O.[K+].[K+]. The catalyst is COCCOC.C1C=CC([P]([Pd]([P](C2C=CC=CC=2)(C2C=CC=CC=2)C2C=CC=CC=2)([P](C2C=CC=CC=2)(C2C=CC=CC=2)C2C=CC=CC=2)[P](C2C=CC=CC=2)(C2C=CC=CC=2)C2C=CC=CC=2)(C2C=CC=CC=2)C2C=CC=CC=2)=CC=1. The product is [CH3:69][O:68][C:67]([NH:66][C@@H:36]([CH:35]([CH3:71])[CH3:34])[C:37]([N:38]1[CH2:42][CH2:41][CH2:40][C@H:39]1[C:43]1[NH:47][C:46]2[C:48]3[C:53]([CH:54]=[CH:55][C:45]=2[N:44]=1)=[CH:52][C:51]([C:2]1[CH:3]=[C:4]2[C:31](=[CH:32][CH:33]=1)[C:8]1[NH:9][C:10]([C@@H:12]4[CH2:16][C@H:15]([CH2:17][O:18][CH3:19])[CH2:14][N:13]4[C:20](=[O:30])[C@@H:21]([NH:25][C:26](=[O:29])[O:27][CH3:28])[CH:22]([CH3:24])[CH3:23])=[N:11][C:7]=1[CH:6]=[CH:5]2)=[CH:50][CH:49]=3)=[O:65])=[O:70]. The yield is 0.420. (3) The product is [CH:18]1([C:16]([NH:15][C:13]2[N:14]=[C:9]3[CH:8]=[CH:7][C:6]([O:5][C:4]4[CH:21]=[CH:22][C:23]([CH3:24])=[C:2]([NH:1][C:30]([CH:25]5[CH2:29][CH2:28][CH2:27][CH2:26]5)=[O:31])[CH:3]=4)=[N:11][N:10]3[CH:12]=2)=[O:17])[CH2:20][CH2:19]1. The catalyst is CN(C)C(=O)C. The reactants are [NH2:1][C:2]1[CH:3]=[C:4]([CH:21]=[CH:22][C:23]=1[CH3:24])[O:5][C:6]1[CH:7]=[CH:8][C:9]2[N:10]([CH:12]=[C:13]([NH:15][C:16]([CH:18]3[CH2:20][CH2:19]3)=[O:17])[N:14]=2)[N:11]=1.[CH:25]1([C:30](Cl)=[O:31])[CH2:29][CH2:28][CH2:27][CH2:26]1. The yield is 0.460. (4) The reactants are [Br:1][C:2]1[CH:3]=[C:4]2[C:9](=[CH:10][CH:11]=1)[N:8]([CH2:12][CH2:13]I)[CH2:7][CH2:6][CH2:5]2.C(=O)([O-])[O-].[K+].[K+].Cl.[CH2:22]([NH2:24])[CH3:23]. The catalyst is C(#N)C.O. The product is [Br:1][C:2]1[CH:3]=[C:4]2[C:9](=[CH:10][CH:11]=1)[N:8]([CH2:12][CH2:13][NH:24][CH2:22][CH3:23])[CH2:7][CH2:6][CH2:5]2. The yield is 0.711. (5) The reactants are [OH:1][C:2]1[CH:9]=[CH:8][C:5]([C:6]#[N:7])=[CH:4][C:3]=1[O:10][CH3:11].C1(P(C2C=CC=CC=2)C2C=CC=CC=2)C=CC=CC=1.O[C@H:32]1[CH2:36][CH2:35][N:34](C(OC(C)(C)C)=O)[CH2:33]1.N(C(OC(C)C)=O)=NC(OC(C)C)=O. The catalyst is O1CCCC1. The product is [CH3:11][O:10][C:3]1[CH:4]=[C:5]([CH:8]=[CH:9][C:2]=1[O:1][C@@H:32]1[CH2:36][CH2:35][NH:34][CH2:33]1)[C:6]#[N:7]. The yield is 0.670.